From a dataset of Forward reaction prediction with 1.9M reactions from USPTO patents (1976-2016). Predict the product of the given reaction. (1) Given the reactants [CH2:1]([O:8][CH2:9][C:10](=O)[CH2:11][C:12]#[N:13])[C:2]1[CH:7]=[CH:6][CH:5]=[CH:4][CH:3]=1.O.[NH2:16][NH2:17], predict the reaction product. The product is: [CH2:1]([O:8][CH2:9][C:10]1[CH:11]=[C:12]([NH2:13])[NH:16][N:17]=1)[C:2]1[CH:7]=[CH:6][CH:5]=[CH:4][CH:3]=1. (2) Given the reactants [CH:1]1([NH:4][C:5]([NH:7][C:8]2[CH:13]=[CH:12][C:11]([O:14][C:15]3[CH:20]=[CH:19][N:18]=[C:17]4[CH:21]=[C:22]([C:24]5[N:25]=[CH:26][N:27]([CH2:29][CH:30](OCC)[O:31]CC)[CH:28]=5)[S:23][C:16]=34)=[C:10]([F:37])[CH:9]=2)=[O:6])[CH2:3][CH2:2]1.Cl, predict the reaction product. The product is: [CH:1]1([NH:4][C:5]([NH:7][C:8]2[CH:13]=[CH:12][C:11]([O:14][C:15]3[CH:20]=[CH:19][N:18]=[C:17]4[CH:21]=[C:22]([C:24]5[N:25]=[CH:26][N:27]([CH2:29][CH:30]=[O:31])[CH:28]=5)[S:23][C:16]=34)=[C:10]([F:37])[CH:9]=2)=[O:6])[CH2:2][CH2:3]1. (3) Given the reactants [F:1][C:2]([F:7])([F:6])[C:3]([OH:5])=[O:4].[F:8][C:9]([F:14])([F:13])[C:10]([OH:12])=[O:11].[Cl:15][C:16]1[CH:17]=[N:18][C:19]2[NH:20][C:21]3[CH:22]=[N:23][CH:24]=[C:25]([CH:47]=3)[CH2:26][CH2:27][C:28]3[CH:36]=[C:32]([NH:33][C:34]=1[N:35]=2)[CH:31]=[CH:30][C:29]=3[NH:37][C:38](=[O:46])[CH2:39][CH:40]1[CH2:45][CH2:44][NH:43][CH2:42][CH2:41]1.[CH3:48][C:49]1[O:50][CH:51]=[CH:52][C:53]=1[C:54](O)=[O:55], predict the reaction product. The product is: [F:1][C:2]([F:7])([F:6])[C:3]([OH:5])=[O:4].[F:8][C:9]([F:14])([F:13])[C:10]([OH:12])=[O:11].[Cl:15][C:16]1[CH:17]=[N:18][C:19]2[NH:20][C:21]3[CH:22]=[N:23][CH:24]=[C:25]([CH:47]=3)[CH2:26][CH2:27][C:28]3[CH:36]=[C:32]([NH:33][C:34]=1[N:35]=2)[CH:31]=[CH:30][C:29]=3[NH:37][C:38](=[O:46])[CH2:39][CH:40]1[CH2:45][CH2:44][N:43]([C:54]([C:53]2[CH:52]=[CH:51][O:50][C:49]=2[CH3:48])=[O:55])[CH2:42][CH2:41]1. (4) Given the reactants F[C:2]1[CH:7]=[CH:6][C:5]([N+:8]([O-:10])=[O:9])=[CH:4][C:3]=1[F:11].[NH:12]1[CH2:17][CH2:16][O:15][CH2:14][CH2:13]1.C(=O)([O-])[O-].[K+].[K+], predict the reaction product. The product is: [F:11][C:3]1[CH:4]=[C:5]([N+:8]([O-:10])=[O:9])[CH:6]=[CH:7][C:2]=1[N:12]1[CH2:17][CH2:16][O:15][CH2:14][CH2:13]1. (5) Given the reactants [OH:1][C@H:2]([CH3:6])[C:3](N)=O.F[B-](F)(F)F.C([O+](CC)CC)C.[NH2:19][C:20]1[C:21]([NH:29][C@H:30]2[CH2:35][CH2:34][C@H:33]([CH2:36][OH:37])[CH2:32][CH2:31]2)=[C:22]2[S:28][CH:27]=[CH:26][C:23]2=[N:24][CH:25]=1, predict the reaction product. The product is: [OH:37][CH2:36][C@H:33]1[CH2:32][CH2:31][C@H:30]([N:29]2[C:21]3=[C:22]4[S:28][CH:27]=[CH:26][C:23]4=[N:24][CH:25]=[C:20]3[N:19]=[C:3]2[C@H:2]([OH:1])[CH3:6])[CH2:35][CH2:34]1. (6) Given the reactants [Cl:1][C:2]1[C:3]([NH:8][C@@H:9]2[CH2:14][CH2:13][CH2:12][N:11]([C:15]([O:17][C:18]([CH3:21])([CH3:20])[CH3:19])=[O:16])[CH2:10]2)=[N:4][CH:5]=[CH:6][CH:7]=1.C[Mg]Cl.C1COCC1.[Br:30][C:31]1[CH:32]=[CH:33][C:34]([C:37](OC)=[O:38])=[N:35][CH:36]=1, predict the reaction product. The product is: [Br:30][C:31]1[CH:32]=[CH:33][C:34]([C:37]([N:8]([C:3]2[C:2]([Cl:1])=[CH:7][CH:6]=[CH:5][N:4]=2)[C@@H:9]2[CH2:14][CH2:13][CH2:12][N:11]([C:15]([O:17][C:18]([CH3:21])([CH3:20])[CH3:19])=[O:16])[CH2:10]2)=[O:38])=[N:35][CH:36]=1.